This data is from Catalyst prediction with 721,799 reactions and 888 catalyst types from USPTO. The task is: Predict which catalyst facilitates the given reaction. (1) Reactant: Cl.[C:2]([C:5]1[S:6][CH:7]=[CH:8][CH:9]=1)(=[O:4])[CH3:3].Cl.[CH3:11][NH2:12].[CH2:13]=O. Product: [CH3:11][NH:12][CH2:13][CH2:3][C:2]([C:5]1[S:6][CH:7]=[CH:8][CH:9]=1)=[O:4]. The catalyst class is: 8. (2) Reactant: C(OC(=O)[NH:7][C@H:8]([C:32]([N:34]1[CH2:38][CH2:37][C@H:36]([F:39])[CH2:35]1)=[O:33])[C@H:9]([CH:11]1[CH2:16][CH2:15][CH:14]([NH:17][S:18]([C:21]2[CH:26]=[CH:25][C:24]([O:27][C:28]([F:31])([F:30])[F:29])=[CH:23][CH:22]=2)(=[O:20])=[O:19])[CH2:13][CH2:12]1)[CH3:10])(C)(C)C.[ClH:41]. Product: [Cl-:41].[F:39][C@H:36]1[CH2:37][CH2:38][N:34]([C:32](=[O:33])[C@@H:8]([NH3+:7])[C@H:9]([CH:11]2[CH2:12][CH2:13][CH:14]([NH:17][S:18]([C:21]3[CH:22]=[CH:23][C:24]([O:27][C:28]([F:31])([F:30])[F:29])=[CH:25][CH:26]=3)(=[O:20])=[O:19])[CH2:15][CH2:16]2)[CH3:10])[CH2:35]1. The catalyst class is: 12.